This data is from Catalyst prediction with 721,799 reactions and 888 catalyst types from USPTO. The task is: Predict which catalyst facilitates the given reaction. (1) Reactant: [Cl:1][C:2]1[CH:3]=[CH:4][C:5]2[O:9][C:8]([C:10]3[CH:11]=[CH:12][C:13]([NH:17][CH:18]4[CH2:23][CH2:22][O:21][CH2:20][CH2:19]4)=[C:14]([CH:16]=3)[NH2:15])=[N:7][C:6]=2[CH:24]=1.Cl.[C:26]([NH:29][CH2:30][C:31](=N)OCC)(=[O:28])[CH3:27].C(=O)([O-])[O-].[K+].[K+]. Product: [C:26]([NH:29][CH2:30][C:31]1[N:17]([CH:18]2[CH2:19][CH2:20][O:21][CH2:22][CH2:23]2)[C:13]2[CH:12]=[CH:11][C:10]([C:8]3[O:9][C:5]4[CH:4]=[CH:3][C:2]([Cl:1])=[CH:24][C:6]=4[N:7]=3)=[CH:16][C:14]=2[N:15]=1)(=[O:28])[CH3:27]. The catalyst class is: 8. (2) Reactant: Cl[C:2]1[CH:7]=[C:6]([NH:8][C:9]2[CH:16]=[CH:15][CH:14]=[CH:13][C:10]=2[C:11]#[N:12])[C:5]([Cl:17])=[CH:4][N:3]=1.[CH3:18][C:19]1[CH:23]=[C:22]([NH2:24])[N:21]([CH:25]([CH3:27])[CH3:26])[N:20]=1.C(=O)([O-])[O-].[Cs+].[Cs+].N#N.C1(P(C2C=CC=CC=2)C2C=CC3C(=CC=CC=3)C=2C2C3C(=CC=CC=3)C=CC=2P(C2C=CC=CC=2)C2C=CC=CC=2)C=CC=CC=1. Product: [Cl:17][C:5]1[C:6]([NH:8][C:9]2[CH:16]=[CH:15][CH:14]=[CH:13][C:10]=2[C:11]#[N:12])=[CH:7][C:2]([NH:24][C:22]2[N:21]([CH:25]([CH3:27])[CH3:26])[N:20]=[C:19]([CH3:18])[CH:23]=2)=[N:3][CH:4]=1. The catalyst class is: 160. (3) Reactant: [Cl:1][C:2]1[N:7]=[C:6]2[N:8]([CH:12]3[CH2:15][CH2:14][CH2:13]3)[C:9]([NH2:11])=[N:10][C:5]2=[CH:4][CH:3]=1.[CH2:16]([O:20][C:21](Cl)=[O:22])[CH:17]([CH3:19])[CH3:18].C(N(CC)C(C)C)(C)C. Product: [Cl:1][C:2]1[N:7]=[C:6]2[N:8]([CH:12]3[CH2:15][CH2:14][CH2:13]3)[C:9]([NH:11][C:21](=[O:22])[O:20][CH2:16][CH:17]([CH3:19])[CH3:18])=[N:10][C:5]2=[CH:4][CH:3]=1. The catalyst class is: 4. (4) Reactant: C[O:2][C:3]([C:5]1[CH:10]=[CH:9][C:8]([C:11]2[CH2:16][S:15][C:14]3=[N:17][N:18]=[C:19]([C:20]4[CH:25]=[CH:24][CH:23]=[CH:22][C:21]=4[O:26][CH3:27])[N:13]3[N:12]=2)=[CH:7][CH:6]=1)=[O:4].[OH-].[Na+].Cl. Product: [C:3]([C:5]1[CH:6]=[CH:7][C:8]([C:11]2[CH2:16][S:15][C:14]3=[N:17][N:18]=[C:19]([C:20]4[CH:25]=[CH:24][CH:23]=[CH:22][C:21]=4[O:26][CH3:27])[N:13]3[N:12]=2)=[CH:9][CH:10]=1)([OH:4])=[O:2]. The catalyst class is: 24. (5) Reactant: FC(F)(F)C(O)=O.[CH2:8]([O:10][C:11]([C:13]1[CH2:30][N:17]2[CH2:18][CH2:19][C:20]3[C:25]([CH:16]2[CH2:15][C:14]=1[NH2:31])=[CH:24][C:23]([O:26][CH3:27])=[C:22]([O:28][CH3:29])[CH:21]=3)=[O:12])[CH3:9].[BH4-].[Na+].[C:34]([O:38][C:39](O[C:39]([O:38][C:34]([CH3:37])([CH3:36])[CH3:35])=[O:40])=[O:40])([CH3:37])([CH3:36])[CH3:35]. Product: [CH2:8]([O:10][C:11]([CH:13]1[CH2:30][N:17]2[CH2:18][CH2:19][C:20]3[C:25]([CH:16]2[CH2:15][CH:14]1[NH:31][C:39]([O:38][C:34]([CH3:37])([CH3:36])[CH3:35])=[O:40])=[CH:24][C:23]([O:26][CH3:27])=[C:22]([O:28][CH3:29])[CH:21]=3)=[O:12])[CH3:9]. The catalyst class is: 217. (6) Reactant: C[O:2][C:3](=O)[CH:4]=[CH:5][C:6]1[CH:10]=[CH:9][N:8]([S:11]([C:14]2[CH:19]=[CH:18][C:17]([CH3:20])=[CH:16][CH:15]=2)(=[O:13])=[O:12])[CH:7]=1.[Li+].[BH4-].CCCCCC.C(OCC)(=O)C. Product: [C:17]1([CH3:20])[CH:16]=[CH:15][C:14]([S:11]([N:8]2[CH:9]=[CH:10][C:6]([CH:5]=[CH:4][CH2:3][OH:2])=[CH:7]2)(=[O:13])=[O:12])=[CH:19][CH:18]=1. The catalyst class is: 1. (7) Reactant: [NH2:1][C@H:2]1[C@H:7]2[CH2:8][C@H:4]([C@@H:5]([C:16]([O:18][CH3:19])=[O:17])[N:6]2[C:9]([O:11][C:12]([CH3:15])([CH3:14])[CH3:13])=[O:10])[CH2:3]1.[C:20]1([CH3:30])[CH:25]=[CH:24][C:23]([S:26](Cl)(=[O:28])=[O:27])=[CH:22][CH:21]=1. Product: [CH3:30][C:20]1[CH:25]=[CH:24][C:23]([S:26]([NH:1][C@H:2]2[C@H:7]3[CH2:8][C@H:4]([C@@H:5]([C:16]([O:18][CH3:19])=[O:17])[N:6]3[C:9]([O:11][C:12]([CH3:13])([CH3:14])[CH3:15])=[O:10])[CH2:3]2)(=[O:28])=[O:27])=[CH:22][CH:21]=1. The catalyst class is: 17.